Dataset: Catalyst prediction with 721,799 reactions and 888 catalyst types from USPTO. Task: Predict which catalyst facilitates the given reaction. (1) Reactant: [C:1]([O-:4])([O-])=O.[K+].[K+].[Br:7][C:8]1[CH:13]=[C:12]([Cl:14])[CH:11]=[CH:10][C:9]=1O.CI. Product: [Br:7][C:8]1[CH:13]=[C:12]([Cl:14])[CH:11]=[CH:10][C:9]=1[O:4][CH3:1]. The catalyst class is: 21. (2) Reactant: [F:1][C:2]([F:17])([F:16])[C:3]1[CH:8]=[CH:7][C:6]([CH:9]2[O:13][N:12]=[C:11]([CH2:14]O)[CH2:10]2)=[CH:5][CH:4]=1.S(Cl)([Cl:20])=O. Product: [Cl:20][CH2:14][C:11]1[CH2:10][CH:9]([C:6]2[CH:7]=[CH:8][C:3]([C:2]([F:17])([F:16])[F:1])=[CH:4][CH:5]=2)[O:13][N:12]=1. The catalyst class is: 2. (3) Reactant: [C:1]([O:5][C:6]([NH:8][NH:9][CH2:10][C:11]([C:13]1[CH:18]=[CH:17][C:16]([Cl:19])=[CH:15][CH:14]=1)=[CH2:12])=[O:7])([CH3:4])([CH3:3])[CH3:2].[CH:20](N(CC)C(C)C)(C)[CH3:21].C(I)C. Product: [CH2:20]([N:9]([CH2:10][C:11]([C:13]1[CH:14]=[CH:15][C:16]([Cl:19])=[CH:17][CH:18]=1)=[CH2:12])[NH:8][C:6]([O:5][C:1]([CH3:4])([CH3:2])[CH3:3])=[O:7])[CH3:21]. The catalyst class is: 3. (4) Reactant: O/[CH:2]=[C:3]1\[C:4](=[O:12])[NH:5][C:6]2[C:11]\1=[CH:10][CH:9]=[CH:8][CH:7]=2.[NH2:13][C:14]1[CH:18]=[CH:17][NH:16][N:15]=1. Product: [NH:16]1[CH:17]=[CH:18][C:14]([NH:13][CH:2]=[C:3]2[C:11]3[C:6](=[CH:7][CH:8]=[CH:9][CH:10]=3)[NH:5][C:4]2=[O:12])=[N:15]1. The catalyst class is: 7. (5) Reactant: [C:1]([O:5][C:6]([N:8]1[CH2:13][CH2:12][C:11](=[O:14])[CH2:10][CH2:9]1)=[O:7])([CH3:4])([CH3:3])[CH3:2].[Cl-].[Al+3].[Cl-].[Cl-].[Br:19]Br. Product: [C:1]([O:5][C:6]([N:8]1[CH2:9][CH2:10][C:11](=[O:14])[CH:12]([Br:19])[CH2:13]1)=[O:7])([CH3:4])([CH3:2])[CH3:3]. The catalyst class is: 305. (6) The catalyst class is: 106. Reactant: [F:1][C:2]1[CH:3]=[C:4]([NH2:21])[C:5]([NH:8][CH2:9][C:10]2[CH:20]=[CH:19][C:13]3[N:14]=[C:15]([S:17][CH3:18])[S:16][C:12]=3[CH:11]=2)=[CH:6][CH:7]=1.[CH:22](OCC)(OCC)OCC. Product: [F:1][C:2]1[CH:7]=[CH:6][C:5]2[N:8]([CH2:9][C:10]3[CH:20]=[CH:19][C:13]4[N:14]=[C:15]([S:17][CH3:18])[S:16][C:12]=4[CH:11]=3)[CH:22]=[N:21][C:4]=2[CH:3]=1.